This data is from Catalyst prediction with 721,799 reactions and 888 catalyst types from USPTO. The task is: Predict which catalyst facilitates the given reaction. (1) Reactant: C([N:6]1[CH2:11][CH2:10][CH:9]([N:12]([CH3:14])[CH3:13])[CH:8]([CH3:15])[CH2:7]1)(OCC)=O. Product: [CH3:13][N:12]([CH3:14])[CH:9]1[CH2:10][CH2:11][NH:6][CH2:7][CH:8]1[CH3:15]. The catalyst class is: 74. (2) Reactant: Cl.[Br:2][C:3]1[CH:4]=[C:5]2[CH:10]=[N:9][CH2:8][CH2:7][N:6]2[C:11]=1[CH:12]1[CH2:14][CH2:13]1.C([N:17]([CH2:20]C)CC)C.[C:22]([N:26]=[C:27]=[O:28])([CH3:25])([CH3:24])[CH3:23].[OH2:29]. Product: [C:22]([NH:26][C:27]([N:9]1[CH2:8][CH2:7][N:6]2[C:11]([CH:12]3[CH2:14][CH2:13]3)=[C:3]([Br:2])[C:4]([C:20]([NH2:17])=[O:29])=[C:5]2[CH2:10]1)=[O:28])([CH3:25])([CH3:24])[CH3:23]. The catalyst class is: 4. (3) Reactant: Br[C:2]1[CH:21]=[CH:20][C:5]([CH2:6][CH:7]2[CH2:12][CH2:11]C[N:9]([CH:13]3[CH2:18][CH2:17][CH2:16][CH2:15][CH2:14]3)[C:8]2=[O:19])=[C:4]([Cl:22])[CH:3]=1.[NH:23]1[CH2:28][CH2:27][CH2:26][CH2:25][CH2:24]1.C1(P(C2C=CC=CC=2)C2C=CC3C(=CC=CC=3)C=2C2C3C(=CC=CC=3)C=CC=2P(C2C=CC=CC=2)C2C=CC=CC=2)C=CC=CC=1.C(=O)([O-])[O-].[Cs+].[Cs+]. Product: [Cl:22][C:4]1[CH:3]=[C:2]([N:23]2[CH2:28][CH2:27][CH2:26][CH2:25][CH2:24]2)[CH:21]=[CH:20][C:5]=1[CH2:6][CH:7]1[CH2:12][CH2:11][N:9]([CH:13]2[CH2:14][CH2:15][CH2:16][CH2:17][CH2:18]2)[C:8]1=[O:19]. The catalyst class is: 164. (4) Reactant: [C:1]([O:5][C:6]([N:8]1[CH2:13][CH2:12][CH:11]([NH:14][C:15]2[O:16][C:17]3[CH:23]=[CH:22][C:21]([OH:24])=[CH:20][C:18]=3[N:19]=2)[CH2:10][CH2:9]1)=[O:7])([CH3:4])([CH3:3])[CH3:2].C(N(C(C)C)C(C)C)C.[CH3:34][S:35](Cl)(=[O:37])=[O:36].Cl. Product: [C:1]([O:5][C:6]([N:8]1[CH2:13][CH2:12][CH:11]([NH:14][C:15]2[O:16][C:17]3[CH:23]=[CH:22][C:21]([O:24][S:35]([CH3:34])(=[O:37])=[O:36])=[CH:20][C:18]=3[N:19]=2)[CH2:10][CH2:9]1)=[O:7])([CH3:4])([CH3:2])[CH3:3]. The catalyst class is: 2. (5) Reactant: CC(C)([O-])C.[K+].[C:7]([O:11][C:12](=[O:31])[NH:13][C:14]([CH3:30])([CH3:29])[CH2:15][N:16]([C:25](=[O:28])[CH2:26]Br)[C:17]1[C:22]([F:23])=[CH:21][CH:20]=[CH:19][C:18]=1[F:24])([CH3:10])([CH3:9])[CH3:8].C(O)(=O)C. Product: [C:7]([O:11][C:12]([N:13]1[CH2:26][C:25](=[O:28])[N:16]([C:17]2[C:22]([F:23])=[CH:21][CH:20]=[CH:19][C:18]=2[F:24])[CH2:15][C:14]1([CH3:30])[CH3:29])=[O:31])([CH3:10])([CH3:9])[CH3:8]. The catalyst class is: 7. (6) Reactant: [CH3:1][N:2]1[CH2:15][CH2:14][C:5]2[NH:6][C:7]3[CH:8]=[CH:9][C:10]([CH3:13])=[CH:11][C:12]=3[C:4]=2[CH2:3]1.[OH-].[K+].[CH2:18]([C:21]1[CH:26]=[CH:25][C:24]([CH:27]=[CH2:28])=[CH:23][N:22]=1)[CH2:19][CH3:20]. Product: [CH3:1][N:2]1[CH2:15][CH2:14][C:5]2[N:6]([CH2:28][CH2:27][C:24]3[CH:23]=[N:22][C:21]([CH2:18][CH2:19][CH3:20])=[CH:26][CH:25]=3)[C:7]3[CH:8]=[CH:9][C:10]([CH3:13])=[CH:11][C:12]=3[C:4]=2[CH2:3]1. The catalyst class is: 264.